Dataset: Catalyst prediction with 721,799 reactions and 888 catalyst types from USPTO. Task: Predict which catalyst facilitates the given reaction. (1) Reactant: C([O:4][C@H:5]1[CH2:22][CH2:21][C@@:20]2([CH3:23])[C@@H:7]([CH2:8][CH2:9][C@:10]3([CH3:48])[C@@H:19]2[CH2:18][CH2:17][C@H:16]2[C@@:11]3([CH3:47])[CH2:12][CH2:13][C@@:14]3([C:30](=[O:46])[NH:31][C@H:32]4[CH2:35][C@@H:34]([C:36]([N:38]5[CH2:43][CH2:42][CH2:41][CH2:40][CH2:39]5)=[O:37])[C:33]4([CH3:45])[CH3:44])[CH2:26][CH2:25][C@@H:24]([C:27]([CH3:29])=[CH2:28])[C@@H:15]32)[C:6]1([CH3:50])[CH3:49])(=O)C.[OH-].[Na+]. Product: [CH3:44][C:33]1([CH3:45])[C@H:34]([C:36]([N:38]2[CH2:39][CH2:40][CH2:41][CH2:42][CH2:43]2)=[O:37])[CH2:35][C@@H:32]1[NH:31][C:30]([C@:14]12[CH2:26][CH2:25][C@@H:24]([C:27]([CH3:29])=[CH2:28])[C@@H:15]1[C@@H:16]1[C@@:11]([CH3:47])([CH2:12][CH2:13]2)[C@@:10]2([CH3:48])[C@@H:19]([C@:20]3([CH3:23])[C@@H:7]([CH2:8][CH2:9]2)[C:6]([CH3:49])([CH3:50])[C@@H:5]([OH:4])[CH2:22][CH2:21]3)[CH2:18][CH2:17]1)=[O:46]. The catalyst class is: 92. (2) Reactant: [CH:1]([C:3]1[C:11]2[C:10]([CH3:12])=[C:9]([C:13]([O:15][CH2:16][CH3:17])=[O:14])[O:8][C:7]=2[C:6]([O:18][CH3:19])=[CH:5][CH:4]=1)=[O:2].S(=O)(=O)([OH:22])N.Cl([O-])=O.[Na+]. Product: [CH2:16]([O:15][C:13]([C:9]1[O:8][C:7]2[C:6]([O:18][CH3:19])=[CH:5][CH:4]=[C:3]([C:1]([OH:22])=[O:2])[C:11]=2[C:10]=1[CH3:12])=[O:14])[CH3:17]. The catalyst class is: 95.